Dataset: Catalyst prediction with 721,799 reactions and 888 catalyst types from USPTO. Task: Predict which catalyst facilitates the given reaction. (1) Product: [CH2:1]([O:5][C:6]1[N:14]=[C:13]2[C:9]([N:10]=[C:11]([OH:23])[N:12]2[CH2:15][C:16]2[CH:17]=[N:18][C:19]([N:34]3[CH2:35][CH2:36][CH:31]([C:29]([O:28][CH2:26][CH3:27])=[O:30])[CH2:32][CH2:33]3)=[CH:20][CH:21]=2)=[C:8]([NH2:25])[N:7]=1)[CH2:2][CH2:3][CH3:4]. The catalyst class is: 8. Reactant: [CH2:1]([O:5][C:6]1[N:14]=[C:13]2[C:9]([N:10]=[C:11]([O:23]C)[N:12]2[CH2:15][C:16]2[CH:17]=[N:18][C:19](Cl)=[CH:20][CH:21]=2)=[C:8]([NH2:25])[N:7]=1)[CH2:2][CH2:3][CH3:4].[CH2:26]([O:28][C:29]([CH:31]1[CH2:36][CH2:35][NH:34][CH2:33][CH2:32]1)=[O:30])[CH3:27]. (2) Reactant: O.[CH3:2][CH:3]([CH2:5][N:6]1[C:10]2[C:11]3[CH:12]=[CH:13][CH:14]=[CH:15][C:16]=3[N:17]=[C:18]([NH2:19])[C:9]=2[N:8]=[CH:7]1)[CH3:4].[ClH:20]. Product: [CH3:4][CH:3]([CH2:5][N:6]1[C:10]2[C:11]3[C:16]([N:17]=[C:18]([NH2:19])[C:9]=2[N:8]=[CH:7]1)=[CH:15][CH:14]=[CH:13][CH:12]=3)[CH3:2].[ClH:20]. The catalyst class is: 51. (3) Reactant: B(Br)(Br)Br.[C:5]([N:8]1[C:17]2[C:12](=[CH:13][C:14]([NH:18][C:19](=[O:28])[C:20]3[CH:25]=[CH:24][CH:23]=[CH:22][C:21]=3[O:26]C)=[CH:15][CH:16]=2)[C:11]([C:30]2[CH:35]=[CH:34][CH:33]=[CH:32][CH:31]=2)([CH3:29])[CH2:10][C:9]1([CH3:37])[CH3:36])(=[O:7])[CH3:6].O. Product: [C:5]([N:8]1[C:17]2[C:12](=[CH:13][C:14]([NH:18][C:19](=[O:28])[C:20]3[CH:25]=[CH:24][CH:23]=[CH:22][C:21]=3[OH:26])=[CH:15][CH:16]=2)[C:11]([C:30]2[CH:35]=[CH:34][CH:33]=[CH:32][CH:31]=2)([CH3:29])[CH2:10][C:9]1([CH3:37])[CH3:36])(=[O:7])[CH3:6]. The catalyst class is: 4.